This data is from Forward reaction prediction with 1.9M reactions from USPTO patents (1976-2016). The task is: Predict the product of the given reaction. Given the reactants Br[C:2]1[N:7]=[C:6]2[N:8]([CH3:23])[C:9]3[CH2:14][CH:13]([CH3:15])[N:12]([C:16]([O:18][C:19]([CH3:22])([CH3:21])[CH3:20])=[O:17])[CH2:11][C:10]=3[C:5]2=[CH:4][CH:3]=1.[CH2:24]([O:31][C:32]1[CH:37]=[CH:36][NH:35][C:34](=[O:38])[CH:33]=1)[C:25]1[CH:30]=[CH:29][CH:28]=[CH:27][CH:26]=1, predict the reaction product. The product is: [CH2:24]([O:31][C:32]1[CH:37]=[CH:36][N:35]([C:2]2[N:7]=[C:6]3[N:8]([CH3:23])[C:9]4[CH2:14][CH:13]([CH3:15])[N:12]([C:16]([O:18][C:19]([CH3:22])([CH3:21])[CH3:20])=[O:17])[CH2:11][C:10]=4[C:5]3=[CH:4][CH:3]=2)[C:34](=[O:38])[CH:33]=1)[C:25]1[CH:26]=[CH:27][CH:28]=[CH:29][CH:30]=1.